From a dataset of Forward reaction prediction with 1.9M reactions from USPTO patents (1976-2016). Predict the product of the given reaction. (1) Given the reactants CC[O:3][C:4]([C:6]1[N:7](C(OC(C)(C)C)=O)[C:8]2[C:13]([CH:14]=1)=[C:12]([O:15][CH2:16][C:17]1[C:21]3[CH:22]=[C:23]([Cl:26])[CH:24]=[CH:25][C:20]=3[O:19][CH:18]=1)[CH:11]=[CH:10][CH:9]=2)=[O:5].[OH-].[K+], predict the reaction product. The product is: [Cl:26][C:23]1[CH:24]=[CH:25][C:20]2[O:19][CH:18]=[C:17]([CH2:16][O:15][C:12]3[CH:11]=[CH:10][CH:9]=[C:8]4[C:13]=3[CH:14]=[C:6]([C:4]([OH:5])=[O:3])[NH:7]4)[C:21]=2[CH:22]=1. (2) Given the reactants [N+:1]([C:4]1[CH:5]=[C:6]([CH:10]=[CH:11][CH:12]=1)[C:7]([OH:9])=O)([O-:3])=[O:2].[NH:13]1[CH2:17][CH2:16][CH2:15][CH2:14]1.OC1C2N=NNC=2C=CC=1.CNC(N=C=NCC)CCNC.C(NC(C)C)(C)C, predict the reaction product. The product is: [N+:1]([C:4]1[CH:5]=[C:6]([CH:10]=[CH:11][CH:12]=1)[C:7]([N:13]1[CH2:17][CH2:16][CH2:15][CH2:14]1)=[O:9])([O-:3])=[O:2].